This data is from Reaction yield outcomes from USPTO patents with 853,638 reactions. The task is: Predict the reaction yield, written as a fraction of the theoretical maximum amount of product (1.0 means a 100% yield; for example, 0.34 means a 34% yield). (1) The yield is 0.780. The product is [C:2]([C:4]1[CH:9]=[CH:8][C:7]([NH:10][C:18](=[O:19])[C:17]2[CH:21]=[CH:22][C:14]([CH2:11][CH2:12][CH3:13])=[CH:15][CH:16]=2)=[CH:6][CH:5]=1)(=[O:3])[CH3:1]. The reactants are [CH3:1][C:2]([C:4]1[CH:9]=[CH:8][C:7]([NH2:10])=[CH:6][CH:5]=1)=[O:3].[CH2:11]([C:14]1[CH:22]=[CH:21][C:17]([C:18](Cl)=[O:19])=[CH:16][CH:15]=1)[CH2:12][CH3:13].C(N(CC)CC)C. The catalyst is C1COCC1. (2) The reactants are [Br:1][C:2]1[CH:7]=[CH:6][C:5]([SH:8])=[CH:4][CH:3]=1.[OH-].[K+].Br[C:12]([CH3:21])([CH3:20])[C:13]([O:15][C:16]([CH3:19])([CH3:18])[CH3:17])=[O:14]. The catalyst is C(O)C.ClCCl. The product is [Br:1][C:2]1[CH:7]=[CH:6][C:5]([S:8][C:12]([CH3:21])([CH3:20])[C:13]([O:15][C:16]([CH3:19])([CH3:18])[CH3:17])=[O:14])=[CH:4][CH:3]=1. The yield is 0.714. (3) The catalyst is C(Cl)Cl. The reactants are [NH:1]1[CH2:4][CH:3]([CH:5]2[CH2:10][CH2:9][N:8]([C:11]([C:13]3[S:14][CH:15]=[CH:16][N:17]=3)=[O:12])[CH2:7][CH2:6]2)[CH2:2]1.[Cl:18][C:19]1[C:20]2[CH:30]=[CH:29][C:28]([C:31]([F:34])([F:33])[F:32])=[CH:27][C:21]=2[S:22][C:23]=1[C:24](O)=[O:25].CCN(CC)CC.CN(C(ON1N=NC2C=CC=NC1=2)=[N+](C)C)C.F[P-](F)(F)(F)(F)F. The yield is 0.260. The product is [Cl:18][C:19]1[C:20]2[CH:30]=[CH:29][C:28]([C:31]([F:32])([F:34])[F:33])=[CH:27][C:21]=2[S:22][C:23]=1[C:24]([N:1]1[CH2:2][CH:3]([CH:5]2[CH2:6][CH2:7][N:8]([C:11]([C:13]3[S:14][CH:15]=[CH:16][N:17]=3)=[O:12])[CH2:9][CH2:10]2)[CH2:4]1)=[O:25]. (4) The yield is 0.450. The reactants are [O:1]=[C:2]1[CH:11]=[C:10]([C:12]([F:15])([F:14])[F:13])[C:9]2[C:4](=[CH:5][CH:6]=[C:7]([CH2:16][C:17]3[CH:22]=[CH:21][C:20]([S:23](Cl)(=[O:25])=[O:24])=[CH:19][CH:18]=3)[CH:8]=2)[NH:3]1.[CH:27]([NH2:30])([CH3:29])[CH3:28].CCOC(C)=O. The product is [CH:27]([NH:30][S:23]([C:20]1[CH:21]=[CH:22][C:17]([CH2:16][C:7]2[CH:8]=[C:9]3[C:4](=[CH:5][CH:6]=2)[NH:3][C:2](=[O:1])[CH:11]=[C:10]3[C:12]([F:15])([F:14])[F:13])=[CH:18][CH:19]=1)(=[O:25])=[O:24])([CH3:29])[CH3:28]. The catalyst is C(Cl)Cl. (5) The reactants are [OH-].[K+].[CH:3]([O:6][C:7]1[CH:12]=[CH:11][C:10]([NH:13][C:14]([N:16]2[CH2:21][CH2:20][CH:19]([C:22]3[C:31]4[C:26](=[CH:27][C:28]([O:32][CH3:33])=[CH:29][CH:30]=4)[N:25]=[CH:24][N:23]=3)[CH2:18][CH2:17]2)=[O:15])=[CH:9][CH:8]=1)([CH3:5])[CH3:4].OC[CH2:36][CH2:37][N:38]1[CH2:43][CH2:42][CH2:41][CH2:40][CH2:39]1.CCN(C(C)C)C(C)C.[N+](C1C=CC(OC(=O)NC2C=CC(OC(C)C)=CC=2)=CC=1)([O-])=O. The catalyst is O. The product is [CH:3]([O:6][C:7]1[CH:8]=[CH:9][C:10]([NH:13][C:14]([N:16]2[CH2:17][CH2:18][CH:19]([C:22]3[C:31]4[C:26](=[CH:27][C:28]([O:32][CH2:33][CH2:36][CH2:37][N:38]5[CH2:43][CH2:42][CH2:41][CH2:40][CH2:39]5)=[CH:29][CH:30]=4)[N:25]=[CH:24][N:23]=3)[CH2:20][CH2:21]2)=[O:15])=[CH:11][CH:12]=1)([CH3:5])[CH3:4]. The yield is 0.130. (6) The product is [ClH:37].[NH:27]1[CH2:28][CH2:29][CH:24]([CH2:23][CH2:22][N:3]2[C:4]3[C:9](=[CH:8][CH:7]=[CH:6][CH:5]=3)[C:10]3([C:14]4=[CH:15][C:16]5[O:20][CH2:19][O:18][C:17]=5[CH:21]=[C:13]4[O:12][CH2:11]3)[C:2]2=[O:1])[CH2:25][CH2:26]1. The reactants are [O:1]=[C:2]1[C:10]2([C:14]3=[CH:15][C:16]4[O:20][CH2:19][O:18][C:17]=4[CH:21]=[C:13]3[O:12][CH2:11]2)[C:9]2[C:4](=[CH:5][CH:6]=[CH:7][CH:8]=2)[N:3]1[CH2:22][CH2:23][CH:24]1[CH2:29][CH2:28][N:27](C(OC(C)(C)C)=O)[CH2:26][CH2:25]1.[ClH:37].CCOCC. The yield is 0.910. The catalyst is O1CCOCC1.